This data is from Forward reaction prediction with 1.9M reactions from USPTO patents (1976-2016). The task is: Predict the product of the given reaction. (1) Given the reactants [NH2:1][C:2]1[CH:20]=[CH:19][C:5]2[N:6]=[C:7]([NH:10][C:11]3[C:16]([Cl:17])=[CH:15][CH:14]=[CH:13][C:12]=3[Cl:18])[N:8]([CH3:9])[C:4]=2[C:3]=1[C:21]#[N:22].[OH:23]S(O)(=O)=O.C(=O)([O-])[O-].[Na+].[Na+], predict the reaction product. The product is: [NH2:1][C:2]1[CH:20]=[CH:19][C:5]2[N:6]=[C:7]([NH:10][C:11]3[C:16]([Cl:17])=[CH:15][CH:14]=[CH:13][C:12]=3[Cl:18])[N:8]([CH3:9])[C:4]=2[C:3]=1[C:21]([NH2:22])=[O:23]. (2) Given the reactants C[O:2][C:3](=[O:23])[C:4]1[CH:9]=[CH:8][C:7]([N:10]2[CH2:15][CH2:14][N:13]([CH2:16][C:17]3[CH:22]=[CH:21][CH:20]=[CH:19][CH:18]=3)[CH2:12][CH2:11]2)=[CH:6][CH:5]=1.[ClH:24], predict the reaction product. The product is: [ClH:24].[CH2:16]([N:13]1[CH2:12][CH2:11][N:10]([C:7]2[CH:6]=[CH:5][C:4]([C:3]([OH:23])=[O:2])=[CH:9][CH:8]=2)[CH2:15][CH2:14]1)[C:17]1[CH:18]=[CH:19][CH:20]=[CH:21][CH:22]=1. (3) Given the reactants [CH:1]1([CH:7]2[N:11]([C:12]3[CH:17]=[CH:16][C:15]([C:18]4C=CO[N:19]=4)=[CH:14][CH:13]=3)[C:10](=[O:23])[C:9](O)=[C:8]2[C:25](=O)[C:26]([CH3:29])([CH3:28])[CH3:27])[CH2:6][CH2:5][CH2:4][CH2:3][CH2:2]1.[C:31]([OH:34])(=O)[CH3:32].O.[NH2:36][NH2:37], predict the reaction product. The product is: [C:26]([C:25]1[C:8]2[CH:7]([CH:1]3[CH2:6][CH2:5][CH2:4][CH2:3][CH2:2]3)[N:11]([C:12]3[CH:17]=[CH:16][C:15]([C:18]4[CH:32]=[CH:31][O:34][N:19]=4)=[CH:14][CH:13]=3)[C:10](=[O:23])[C:9]=2[NH:36][N:37]=1)([CH3:29])([CH3:27])[CH3:28]. (4) Given the reactants [F:1][C:2]1[N:7]=[CH:6][C:5]([OH:8])=[CH:4][CH:3]=1.Cl[C:10]1[C:19]2[C:14](=[CH:15][C:16]([O:22][CH3:23])=[C:17]([O:20][CH3:21])[CH:18]=2)[N:13]=[CH:12][CH:11]=1.O, predict the reaction product. The product is: [F:1][C:2]1[N:7]=[CH:6][C:5]([O:8][C:10]2[C:19]3[C:14](=[CH:15][C:16]([O:22][CH3:23])=[C:17]([O:20][CH3:21])[CH:18]=3)[N:13]=[CH:12][CH:11]=2)=[CH:4][CH:3]=1. (5) Given the reactants [F:1][C:2]([F:18])([F:17])[C:3]([C:9]1[CH:14]=[C:13]([CH3:15])[CH:12]=[CH:11][C:10]=1[I:16])([OH:8])[C:4]([F:7])([F:6])[F:5].[Br:19]N1C(=O)CCC1=O, predict the reaction product. The product is: [Br:19][I:16]1[C:10]2[CH:11]=[CH:12][C:13]([CH3:15])=[CH:14][C:9]=2[C:3]([C:4]([F:7])([F:6])[F:5])([C:2]([F:1])([F:17])[F:18])[O:8]1.